This data is from Peptide-MHC class I binding affinity with 185,985 pairs from IEDB/IMGT. The task is: Regression. Given a peptide amino acid sequence and an MHC pseudo amino acid sequence, predict their binding affinity value. This is MHC class I binding data. The peptide sequence is VAPGERPSGM. The MHC is Mamu-A01 with pseudo-sequence Mamu-A01. The binding affinity (normalized) is 0.378.